Predict the reactants needed to synthesize the given product. From a dataset of Full USPTO retrosynthesis dataset with 1.9M reactions from patents (1976-2016). (1) Given the product [F:25][C:21]1[N:20]2[CH:26]=[C:17]([CH2:16][N:12]3[C@H:13]4[C@H:8]([CH2:7][CH2:6][C:5]5[C:14]4=[N:1][CH:2]=[CH:3][CH:4]=5)[CH2:9][CH2:10][CH2:11]3)[N:18]=[C:19]2[CH:24]=[CH:23][CH:22]=1, predict the reactants needed to synthesize it. The reactants are: [NH:1]1[C@H:14]2[C@H:5]([CH2:6][CH2:7][C:8]3[C:13]2=[N:12][CH:11]=[CH:10][CH:9]=3)[CH2:4][CH2:3][CH2:2]1.Cl[CH2:16][C:17]1[N:18]=[C:19]2[CH:24]=[CH:23][CH:22]=[C:21]([F:25])[N:20]2[CH:26]=1.C(=O)([O-])[O-].[K+].[K+].[I-].[K+]. (2) The reactants are: [CH2:1]([C:3]1[CH:4]=[C:5]([CH2:27]O)[S:6][C:7]=1[C:8]1[N:12]=[C:11]([C:13]2[CH:18]=[CH:17][C:16]([O:19][C:20]3[CH:25]=[CH:24][CH:23]=[C:22]([F:26])[CH:21]=3)=[CH:15][CH:14]=2)[O:10][N:9]=1)[CH3:2].C(Br)(Br)(Br)Br.C1(P(C2C=CC=CC=2)C2C=CC=CC=2)C=CC=CC=1.Cl.[NH:54]1[CH2:57][CH:56]([C:58]([O:60][CH3:61])=[O:59])[CH2:55]1.C(N(CC)C(C)C)(C)C. Given the product [CH2:1]([C:3]1[CH:4]=[C:5]([CH2:27][N:54]2[CH2:57][CH:56]([C:58]([O:60][CH3:61])=[O:59])[CH2:55]2)[S:6][C:7]=1[C:8]1[N:12]=[C:11]([C:13]2[CH:14]=[CH:15][C:16]([O:19][C:20]3[CH:25]=[CH:24][CH:23]=[C:22]([F:26])[CH:21]=3)=[CH:17][CH:18]=2)[O:10][N:9]=1)[CH3:2], predict the reactants needed to synthesize it. (3) Given the product [CH3:24][C@H:19]1[NH:20][C@@H:21]([CH3:23])[CH2:22][N:17]([C:15]2[CH:14]=[CH:13][C:12]([O:25][CH3:26])=[C:11]([NH:10][S:7]([C:5]3[S:6][C:2]([C:34]4[CH:33]=[CH:32][CH:31]=[C:30]([CH2:29][O:28][CH3:27])[CH:35]=4)=[CH:3][CH:4]=3)(=[O:9])=[O:8])[CH:16]=2)[CH2:18]1, predict the reactants needed to synthesize it. The reactants are: Br[C:2]1[S:6][C:5]([S:7]([NH:10][C:11]2[CH:16]=[C:15]([N:17]3[CH2:22][C@H:21]([CH3:23])[NH:20][C@H:19]([CH3:24])[CH2:18]3)[CH:14]=[CH:13][C:12]=2[O:25][CH3:26])(=[O:9])=[O:8])=[CH:4][CH:3]=1.[CH3:27][O:28][CH2:29][C:30]1[CH:31]=[C:32](B(O)O)[CH:33]=[CH:34][CH:35]=1.CC(C)([O-])C.[K+]. (4) The reactants are: [CH3:1][O:2][C:3](=[O:12])[NH:4][C:5]1[CH:6]=[N:7][CH:8]=[CH:9][C:10]=1[CH3:11].[CH3:13][C:14]([O:17][C:18](O[C:18]([O:17][C:14]([CH3:16])([CH3:15])[CH3:13])=[O:19])=[O:19])([CH3:16])[CH3:15].C(N(C(C)C)CC)(C)C. Given the product [C:14]([O:17][C:18]([N:7]1[CH2:8][CH2:9][C@H:10]([CH3:11])[C@H:5]([NH:4][C:3]([O:2][CH3:1])=[O:12])[CH2:6]1)=[O:19])([CH3:16])([CH3:15])[CH3:13], predict the reactants needed to synthesize it. (5) The reactants are: [C:1]([O:5][C:6](=[O:31])[NH:7][C:8]1[S:9][CH2:10][C@@H:11]2[C@@H:16]([C:17]([F:20])([F:19])[F:18])[O:15][CH2:14][C@:12]2([C:21]2[CH:26]=[C:25]([N+:27]([O-])=O)[CH:24]=[CH:23][C:22]=2[F:30])[N:13]=1)([CH3:4])([CH3:3])[CH3:2].O.O.[Sn](Cl)(Cl)(Cl)Cl. Given the product [C:1]([O:5][C:6](=[O:31])[NH:7][C:8]1[S:9][CH2:10][C@@H:11]2[C@@H:16]([C:17]([F:18])([F:20])[F:19])[O:15][CH2:14][C@:12]2([C:21]2[CH:26]=[C:25]([NH2:27])[CH:24]=[CH:23][C:22]=2[F:30])[N:13]=1)([CH3:4])([CH3:2])[CH3:3], predict the reactants needed to synthesize it. (6) Given the product [F:1][C:2]1[CH:3]=[C:4]([N:8]2[CH2:12][CH2:11][N:10]([C:13]3[CH:18]=[CH:17][C:16]([O:19][CH3:20])=[C:15]([O:21][CH2:25][CH2:26][N:27]4[CH2:32][CH2:31][CH2:30][CH2:29][CH2:28]4)[CH:14]=3)[C:9]2=[O:22])[CH:5]=[CH:6][CH:7]=1, predict the reactants needed to synthesize it. The reactants are: [F:1][C:2]1[CH:3]=[C:4]([N:8]2[CH2:12][CH2:11][N:10]([C:13]3[CH:18]=[CH:17][C:16]([O:19][CH3:20])=[C:15]([OH:21])[CH:14]=3)[C:9]2=[O:22])[CH:5]=[CH:6][CH:7]=1.Cl.Cl[CH2:25][CH2:26][N:27]1[CH2:32][CH2:31][CH2:30][CH2:29][CH2:28]1.